This data is from Reaction yield outcomes from USPTO patents with 853,638 reactions. The task is: Predict the reaction yield, written as a fraction of the theoretical maximum amount of product (1.0 means a 100% yield; for example, 0.34 means a 34% yield). (1) The reactants are [CH3:1][O:2][C:3]1[CH:12]=[CH:11][CH:10]=[C:5]([C:6]([O:8]C)=[O:7])[C:4]=1[C:13]([O:15]C)=[O:14].[OH-].[K+].CO. The catalyst is O. The product is [CH3:1][O:2][C:3]1[CH:12]=[CH:11][CH:10]=[C:5]([C:6]([OH:8])=[O:7])[C:4]=1[C:13]([OH:15])=[O:14]. The yield is 0.840. (2) The reactants are [O:1]=[C:2]1[CH:7]=[CH:6][N:5]([C:8]2[CH:13]=[CH:12][CH:11]=[C:10]([C:14]([F:17])([F:16])[F:15])[CH:9]=2)[N:4]=[C:3]1[C:18]([O:20]C)=[O:19].[OH-].[Na+].Cl. The catalyst is CO. The product is [O:1]=[C:2]1[CH:7]=[CH:6][N:5]([C:8]2[CH:13]=[CH:12][CH:11]=[C:10]([C:14]([F:17])([F:16])[F:15])[CH:9]=2)[N:4]=[C:3]1[C:18]([OH:20])=[O:19]. The yield is 0.970. (3) The yield is 0.660. The product is [CH2:21]([O:20][C:18]([N:15]1[CH2:16][CH2:17][C:12]2[N:11]3[C:10]4[C:9]([C:13]=2[CH2:14]1)=[CH:8][CH:7]=[CH:6][C:5]=4[N:4]([CH3:23])[CH2:3][C:2]3([CH3:1])[CH3:25])=[O:19])[CH3:22]. The catalyst is C1COCC1. The reactants are [CH3:1][C:2]1([CH3:25])[N:11]2[C:12]3[CH2:17][CH2:16][N:15]([C:18]([O:20][CH2:21][CH3:22])=[O:19])[CH2:14][C:13]=3[C:9]3[C:10]2=[C:5]([CH:6]=[CH:7][CH:8]=3)[N:4]([CH3:23])[C:3]1=O.Cl.O. (4) The reactants are [CH:1]1([C:4]2(O)[N:8]([CH2:9][C:10]3[CH:15]=[CH:14][CH:13]=[CH:12][CH:11]=3)[C:7](=[O:16])[CH2:6][CH2:5]2)[CH2:3][CH2:2]1.C([SiH](CC)CC)C.B(F)(F)F.CCOCC. The catalyst is C(Cl)Cl. The product is [CH:1]1([CH:4]2[N:8]([CH2:9][C:10]3[CH:11]=[CH:12][CH:13]=[CH:14][CH:15]=3)[C:7](=[O:16])[CH2:6][CH2:5]2)[CH2:2][CH2:3]1. The yield is 0.650. (5) The reactants are [CH3:1]/[C:2](=[CH:6]\[CH2:7][CH3:8])/[C:3](O)=[O:4].C(N(CC)CC)C.C(Cl)(=O)C(C)(C)C.[Cl-].[Li+].[C:25]1([C@H:31]2[C@@H:35]([C:36]3[CH:41]=[CH:40][CH:39]=[CH:38][CH:37]=3)[O:34][C:33](=[O:42])[NH:32]2)[CH:30]=[CH:29][CH:28]=[CH:27][CH:26]=1. The product is [CH3:1]/[C:2](=[CH:6]\[CH2:7][CH3:8])/[C:3]([N:32]1[C@@H:31]([C:25]2[CH:26]=[CH:27][CH:28]=[CH:29][CH:30]=2)[C@@H:35]([C:36]2[CH:37]=[CH:38][CH:39]=[CH:40][CH:41]=2)[O:34][C:33]1=[O:42])=[O:4]. The yield is 0.830. The catalyst is C1COCC1.